This data is from Forward reaction prediction with 1.9M reactions from USPTO patents (1976-2016). The task is: Predict the product of the given reaction. (1) Given the reactants C(OC([NH:11][CH2:12][CH2:13][C:14]([NH:16][C@@H:17]([CH2:22][CH2:23][CH2:24][CH2:25][NH:26][C:27]([O:29][C:30]([CH3:33])([CH3:32])[CH3:31])=[O:28])[C:18]([O:20][CH3:21])=[O:19])=[O:15])=O)C1C=CC=CC=1.[H][H], predict the reaction product. The product is: [NH2:11][CH2:12][CH2:13][C:14]([NH:16][C@@H:17]([CH2:22][CH2:23][CH2:24][CH2:25][NH:26][C:27]([O:29][C:30]([CH3:33])([CH3:32])[CH3:31])=[O:28])[C:18]([O:20][CH3:21])=[O:19])=[O:15]. (2) Given the reactants [NH:1]1[CH:5]=[C:4]([CH2:6][C:7]#[N:8])[N:3]=[CH:2]1.CN[C@@H]1[CH2:16][CH2:15][CH2:14][CH2:13][C@H:12]1[NH:17][CH3:18].C([O-])([O-])=O.[Cs+].[Cs+].[CH3:25][N:26]([CH:28]=[O:29])[CH3:27], predict the reaction product. The product is: [CH:12]1([N:17]2[C:18]3[N:3]=[C:2]([N:1]4[CH:5]=[C:4]([CH2:6][C:7]#[N:8])[N:3]=[CH:2]4)[N:1]=[CH:5][C:25]=3[N:26]([CH3:27])[C:28](=[O:29])[C@H:4]2[CH2:6][CH3:7])[CH2:13][CH2:14][CH2:15][CH2:16]1. (3) Given the reactants Br[C:2]1[CH:7]=[CH:6][C:5]([N:8]2[CH:17]=[C:16]3[C:10]([CH2:11][CH2:12][N:13]([C:18]([O:20][C:21]([CH3:24])([CH3:23])[CH3:22])=[O:19])[CH2:14][CH2:15]3)=[N:9]2)=[CH:4][CH:3]=1.[O:25]1[CH2:29][CH2:28][NH:27][C:26]1=[O:30].C(=O)([O-])[O-].[K+].[K+].CNCCNC, predict the reaction product. The product is: [O:30]=[C:26]1[N:27]([C:2]2[CH:7]=[CH:6][C:5]([N:8]3[CH:17]=[C:16]4[C:10]([CH2:11][CH2:12][N:13]([C:18]([O:20][C:21]([CH3:24])([CH3:23])[CH3:22])=[O:19])[CH2:14][CH2:15]4)=[N:9]3)=[CH:4][CH:3]=2)[CH2:28][CH2:29][O:25]1. (4) Given the reactants [CH2:1]1[C:9]2[C:4](=[CH:5][CH:6]=[CH:7][CH:8]=2)[CH2:3][CH:2]1[NH:10][S:11]([CH3:14])(=[O:13])=[O:12].[Cl:15][CH2:16][CH2:17][CH2:18][CH2:19][C:20](Cl)=[O:21], predict the reaction product. The product is: [Cl:15][CH2:16][CH2:17][CH2:18][CH2:19][C:20]([C:6]1[CH:5]=[C:4]2[C:9](=[CH:8][CH:7]=1)[CH2:1][CH:2]([NH:10][S:11]([CH3:14])(=[O:13])=[O:12])[CH2:3]2)=[O:21].